Dataset: Reaction yield outcomes from USPTO patents with 853,638 reactions. Task: Predict the reaction yield, written as a fraction of the theoretical maximum amount of product (1.0 means a 100% yield; for example, 0.34 means a 34% yield). (1) The reactants are F[C:2]1[N:7]=[CH:6][C:5]([C:8]2[CH:13]=[CH:12][C:11]([C:14]3[CH:15]=[CH:16][C:17]4[C:23](=[O:24])[NH:22][C:21]5[CH:25]=[C:26]([CH2:29][C:30]([O:32][CH3:33])=[O:31])[CH:27]=[CH:28][C:20]=5[NH:19][C:18]=4[CH:34]=3)=[CH:10][C:9]=2[O:35][CH3:36])=[CH:4][CH:3]=1.C(O)(=[O:39])C. The catalyst is O.C(OCC)(=O)C. The product is [CH3:36][O:35][C:9]1[CH:10]=[C:11]([C:14]2[CH:15]=[CH:16][C:17]3[C:23](=[O:24])[NH:22][C:21]4[CH:25]=[C:26]([CH2:29][C:30]([O:32][CH3:33])=[O:31])[CH:27]=[CH:28][C:20]=4[NH:19][C:18]=3[CH:34]=2)[CH:12]=[CH:13][C:8]=1[C:5]1[CH:4]=[CH:3][C:2](=[O:39])[NH:7][CH:6]=1. The yield is 0.130. (2) The reactants are [CH3:1][O:2][C:3]1[CH:26]=[CH:25][C:6]2[N:7]([CH2:16][C:17]3[CH:22]=[CH:21][C:20]([O:23][CH3:24])=[CH:19][CH:18]=3)[C:8](=[O:15])[C:9]3[CH2:10][CH2:11][CH2:12][NH:13][C:14]=3[C:5]=2[CH:4]=1.[H-].[Na+].I[CH3:30]. The catalyst is CN(C)C=O. The product is [CH3:1][O:2][C:3]1[CH:26]=[CH:25][C:6]2[N:7]([CH2:16][C:17]3[CH:22]=[CH:21][C:20]([O:23][CH3:24])=[CH:19][CH:18]=3)[C:8](=[O:15])[C:9]3[CH2:10][CH2:11][CH2:12][N:13]([CH3:30])[C:14]=3[C:5]=2[CH:4]=1. The yield is 0.900. (3) The reactants are C(Cl)(Cl)Cl.[Cl:5][C:6]1[CH:7]=[C:8]([C:13]2(Cl)[CH:17]([OH:18])[C:16]([C:19]([CH3:21])=[O:20])=[C:15](Cl)[S:14]2)[CH:9]=[CH:10][C:11]=1[Cl:12].S(Cl)(Cl)(=O)=O.O. The catalyst is CC(O)C. The product is [Cl:5][C:6]1[CH:7]=[C:8]([C:13]2[S:14][CH:15]=[C:16]([C:19]([CH3:21])=[O:20])[C:17]=2[OH:18])[CH:9]=[CH:10][C:11]=1[Cl:12]. The yield is 0.510.